Dataset: Reaction yield outcomes from USPTO patents with 853,638 reactions. Task: Predict the reaction yield, written as a fraction of the theoretical maximum amount of product (1.0 means a 100% yield; for example, 0.34 means a 34% yield). (1) The reactants are [CH3:1][C@@H:2]1[N:6]([S:7]([C:10]2[CH:15]=[CH:14][CH:13]=[CH:12][CH:11]=2)(=[O:9])=[O:8])[CH2:5][C@@H:4]([CH2:16][N:17]2[C:25]3[C:20](=[CH:21][C:22]([C:26]4[CH:27]=[N:28][N:29](C5CCCCO5)[CH:30]=4)=[CH:23][CH:24]=3)[CH:19]=[N:18]2)[CH2:3]1.C1(C)C=CC(S(O)(=O)=O)=CC=1.C(=O)(O)[O-].[Na+]. The catalyst is CO.ClCCl. The product is [CH3:1][C@@H:2]1[N:6]([S:7]([C:10]2[CH:15]=[CH:14][CH:13]=[CH:12][CH:11]=2)(=[O:8])=[O:9])[CH2:5][C@@H:4]([CH2:16][N:17]2[C:25]3[C:20](=[CH:21][C:22]([C:26]4[CH:27]=[N:28][NH:29][CH:30]=4)=[CH:23][CH:24]=3)[CH:19]=[N:18]2)[CH2:3]1. The yield is 0.460. (2) The reactants are Cl.Cl.[CH3:3][N:4]1[CH2:10][C@H:9]2[NH:11][C@H:6]([CH2:7][CH2:8]2)[CH2:5]1.F[C:13]1[CH:14]=[CH:15][C:16]([N+:19]([O-:21])=[O:20])=[N:17][CH:18]=1.C(N(CC)CC)C. The catalyst is CS(C)=O.CCOC(C)=O. The product is [CH3:3][N:4]1[CH2:10][C@H:9]2[N:11]([C:13]3[CH:18]=[N:17][C:16]([N+:19]([O-:21])=[O:20])=[CH:15][CH:14]=3)[C@H:6]([CH2:7][CH2:8]2)[CH2:5]1. The yield is 0.818. (3) The reactants are [C:1]1([C:7]2([C:10]([O-:12])=[O:11])[CH2:9][CH2:8]2)[CH:6]=[CH:5][CH:4]=[CH:3][CH:2]=1.[N+:13]([O-:16])([O-])=[O:14].[K+].OS(O)(=O)=O.[CH2:23](Cl)Cl. No catalyst specified. The product is [N+:13]([C:4]1[CH:5]=[CH:6][C:1]([C:7]2([C:10]([O:12][CH3:23])=[O:11])[CH2:9][CH2:8]2)=[CH:2][CH:3]=1)([O-:16])=[O:14]. The yield is 0.680. (4) The reactants are C([O:3][C:4]([C:6]1[C:7]([NH:14][CH3:15])=[N:8][C:9]([S:12][CH3:13])=[N:10][CH:11]=1)=O)C.[H-].[H-].[H-].[H-].[Li+].[Al+3]. The catalyst is C1COCC1. The product is [CH3:15][NH:14][C:7]1[C:6]([CH2:4][OH:3])=[CH:11][N:10]=[C:9]([S:12][CH3:13])[N:8]=1. The yield is 0.900. (5) The reactants are [NH:1]1[CH:5]=[CH:4][N:3]=[CH:2]1.[H-].[Na+].CS(O[CH:13]1[CH2:30][CH2:29][C:16]2([CH2:21][CH2:20][N:19]([C:22]([O:24][C:25]([CH3:28])([CH3:27])[CH3:26])=[O:23])[CH2:18][CH2:17]2)[CH2:15][CH2:14]1)(=O)=O. The catalyst is CN(C=O)C.O. The product is [N:1]1([CH:13]2[CH2:30][CH2:29][C:16]3([CH2:17][CH2:18][N:19]([C:22]([O:24][C:25]([CH3:26])([CH3:27])[CH3:28])=[O:23])[CH2:20][CH2:21]3)[CH2:15][CH2:14]2)[CH:5]=[CH:4][N:3]=[CH:2]1. The yield is 0.590. (6) The product is [F:1][C:2]1[CH:3]=[C:4]2[C:6]([CH2:11][CH2:12][C:13](=[O:14])[NH:5]2)=[CH:7][C:8]=1[CH3:9]. The reactants are [F:1][C:2]1[CH:3]=[C:4]([CH:6]=[CH:7][C:8]=1[CH3:9])[NH2:5].Cl[CH2:11][CH2:12][C:13](Cl)=[O:14].C([O-])([O-])=O.[K+].[K+].[Al+3].[Cl-].[Cl-].[Cl-].Cl. The catalyst is CC#N. The yield is 0.110. (7) The reactants are [OH-].[Li+].[CH3:3][O:4][C:5]1[CH:10]=[CH:9][C:8]([C:11]2[CH:16]=[CH:15][C:14]([C:17]([O:19]C)=[O:18])=[C:13]([N+:21]([O-:23])=[O:22])[CH:12]=2)=[CH:7][CH:6]=1.CO.O. The catalyst is C1COCC1. The product is [CH3:3][O:4][C:5]1[CH:6]=[CH:7][C:8]([C:11]2[CH:16]=[CH:15][C:14]([C:17]([OH:19])=[O:18])=[C:13]([N+:21]([O-:23])=[O:22])[CH:12]=2)=[CH:9][CH:10]=1. The yield is 0.930. (8) The reactants are [CH2:1]([NH:4][C:5](=[O:11])[O:6][C:7]([CH3:10])([CH3:9])[CH3:8])[C:2]#[CH:3].[CH2:12]([O:19][N:20]1[C:26](=[O:27])[N:25]2[CH2:28][C@H:21]1[CH2:22][CH2:23][C@H:24]2[C:29](Cl)=[N:30][OH:31])[C:13]1[CH:18]=[CH:17][CH:16]=[CH:15][CH:14]=1. The catalyst is C(Cl)Cl.CCOC(C)=O. The product is [CH2:12]([O:19][N:20]1[C:26](=[O:27])[N:25]2[CH2:28][C@H:21]1[CH2:22][CH2:23][C@H:24]2[C:29]1[CH:3]=[C:2]([CH2:1][NH:4][C:5](=[O:11])[O:6][C:7]([CH3:8])([CH3:10])[CH3:9])[O:31][N:30]=1)[C:13]1[CH:14]=[CH:15][CH:16]=[CH:17][CH:18]=1. The yield is 0.210. (9) The reactants are [O:1]1[CH2:6][CH:5]=[C:4]([C:7]2[CH:8]=[C:9]3[C:14](=[C:15]([O:17]COCC[Si](C)(C)C)[CH:16]=2)[N:13]=[CH:12][N:11](COCC[Si](C)(C)C)[C:10]3=[O:34])[CH2:3][CH2:2]1.C(O)=O.O. No catalyst specified. The product is [O:1]1[CH2:2][CH:3]=[C:4]([C:7]2[CH:8]=[C:9]3[C:14](=[C:15]([OH:17])[CH:16]=2)[N:13]=[CH:12][NH:11][C:10]3=[O:34])[CH2:5][CH2:6]1. The yield is 0.810.